From a dataset of Catalyst prediction with 721,799 reactions and 888 catalyst types from USPTO. Predict which catalyst facilitates the given reaction. (1) Reactant: C(OC[N:9]1[C:13]2[N:14]=[C:15]([NH:30][C:31]3[CH:36]=[CH:35][C:34]([NH:37][C@H:38]4[CH2:42][CH2:41][N:40]([CH2:43][CH2:44][O:45][CH3:46])[CH2:39]4)=[CH:33][CH:32]=3)[N:16]=[C:17]([O:18][C:19]3[CH:24]=[CH:23][CH:22]=[C:21]([NH:25][C:26](=[O:29])[CH:27]=[CH2:28])[CH:20]=3)[C:12]=2[CH:11]=[CH:10]1)(=O)C(C)(C)C.CO.[OH-].[Na+]. Product: [CH3:46][O:45][CH2:44][CH2:43][N:40]1[CH2:41][CH2:42][C@H:38]([NH:37][C:34]2[CH:33]=[CH:32][C:31]([NH:30][C:15]3[N:16]=[C:17]([O:18][C:19]4[CH:20]=[C:21]([NH:25][C:26](=[O:29])[CH:27]=[CH2:28])[CH:22]=[CH:23][CH:24]=4)[C:12]4[CH:11]=[CH:10][NH:9][C:13]=4[N:14]=3)=[CH:36][CH:35]=2)[CH2:39]1. The catalyst class is: 6. (2) Reactant: [F:1][C:2]([F:10])([F:9])[C:3]1([CH2:6][CH2:7][OH:8])[CH2:5][CH2:4]1.[Cl:11][C:12]1[N:17]=[C:16]([CH2:18][N:19]2[C:27](=[O:28])[C:26]3[C:21](=[CH:22][CH:23]=[CH:24][CH:25]=3)[C:20]2=[O:29])[CH:15]=[C:14](Cl)[N:13]=1.CC1(C)C2C(=C(P(C3C=CC=CC=3)C3C=CC=CC=3)C=CC=2)OC2C(P(C3C=CC=CC=3)C3C=CC=CC=3)=CC=CC1=2.C([O-])([O-])=O.[Cs+].[Cs+]. Product: [Cl:11][C:12]1[N:17]=[C:16]([CH2:18][N:19]2[C:27](=[O:28])[C:26]3[C:21](=[CH:22][CH:23]=[CH:24][CH:25]=3)[C:20]2=[O:29])[CH:15]=[C:14]([O:8][CH2:7][CH2:6][C:3]2([C:2]([F:10])([F:9])[F:1])[CH2:5][CH2:4]2)[N:13]=1. The catalyst class is: 11. (3) Reactant: [NH2:1][CH2:2][C@@H:3]([OH:14])[CH2:4][O:5][C:6]1[CH:13]=[CH:12][C:9]([C:10]#[N:11])=[CH:8][CH:7]=1.[CH2:15]([O:22][C:23](ON1C(=O)CCC1=O)=[O:24])[C:16]1[CH:21]=[CH:20][CH:19]=[CH:18][CH:17]=1. Product: [C:10]([C:9]1[CH:12]=[CH:13][C:6]([O:5][CH2:4][C@H:3]([OH:14])[CH2:2][NH:1][C:23](=[O:24])[O:22][CH2:15][C:16]2[CH:21]=[CH:20][CH:19]=[CH:18][CH:17]=2)=[CH:7][CH:8]=1)#[N:11]. The catalyst class is: 373. (4) Reactant: C(OC([NH:8][CH2:9][C@H:10]1[CH2:15][CH2:14][C@H:13]([C:16]([NH:18][C@@H:19]([CH2:43][C:44]2[CH:49]=[CH:48][C:47]([C:50]3[CH:55]=[C:54]([C:56](=[O:59])[NH:57][CH3:58])[CH:53]=[CH:52][C:51]=3[CH3:60])=[CH:46][CH:45]=2)[C:20]([NH:22][C:23]2[CH:28]=[CH:27][C:26]([C:29]3[NH:30][C:31]([C:34]([F:42])([F:41])[C:35]([F:40])([F:39])[C:36]([OH:38])=[O:37])=[N:32][N:33]=3)=[CH:25][CH:24]=2)=[O:21])=[O:17])[CH2:12][CH2:11]1)=O)(C)(C)C.[ClH:61].CO. Product: [ClH:61].[NH2:8][CH2:9][C@H:10]1[CH2:15][CH2:14][C@H:13]([C:16]([NH:18][C@@H:19]([CH2:43][C:44]2[CH:45]=[CH:46][C:47]([C:50]3[CH:55]=[C:54]([C:56](=[O:59])[NH:57][CH3:58])[CH:53]=[CH:52][C:51]=3[CH3:60])=[CH:48][CH:49]=2)[C:20]([NH:22][C:23]2[CH:28]=[CH:27][C:26]([C:29]3[NH:30][C:31]([C:34]([F:42])([F:41])[C:35]([F:39])([F:40])[C:36]([OH:38])=[O:37])=[N:32][N:33]=3)=[CH:25][CH:24]=2)=[O:21])=[O:17])[CH2:12][CH2:11]1. The catalyst class is: 12.